From a dataset of Cav3 T-type calcium channel HTS with 100,875 compounds. Binary Classification. Given a drug SMILES string, predict its activity (active/inactive) in a high-throughput screening assay against a specified biological target. (1) The drug is S(=O)(=O)(Nc1c(cc(OC)c(OC)c1)C(O)=O)c1ccc(OCC)cc1. The result is 0 (inactive). (2) The drug is S(c1n2c(nn1)cccc2)CC(=O)NCc1sccc1. The result is 0 (inactive). (3) The drug is Fc1ccc(NC(=O)C=2C(n3[nH]c(nc3=NC2C)CCCO)c2cc(OC)c(OC)c(OC)c2)cc1. The result is 0 (inactive). (4) The molecule is O=C(Nn1cnnc1)c1c2c(nc(c3ccc(CC)cc3)c1)cccc2. The result is 0 (inactive). (5) The drug is O=C(NC(CC(C)C)C(=O)Nc1cccnc1)C1CCC(CC1)C. The result is 0 (inactive). (6) The drug is S(c1[nH]c(CCC)cc(=O)n1)CC(=O)Nc1c(cccc1)C#N. The result is 0 (inactive). (7) The drug is O1c2c(N(CC(=O)N(Cc3ccccc3)Cc3ncccc3)C(=O)C1)cccc2. The result is 0 (inactive). (8) The drug is O=C(N1C(c2c(CC1)cc(OC)c(OC)c2)c1cc2c([nH]c1=O)cc(OC)c(OC)c2)C1CC1. The result is 0 (inactive). (9) The drug is S(=O)(=O)(N1CCN(CC1)c1c(cc(cc1)C)C)c1cc(OC)c(OC)cc1. The result is 1 (active).